From a dataset of Catalyst prediction with 721,799 reactions and 888 catalyst types from USPTO. Predict which catalyst facilitates the given reaction. (1) Reactant: Cl[C:2]1[CH:7]=[C:6]([CH2:8][O:9][CH3:10])[N:5]=[C:4]([C:11]2[CH:16]=[CH:15][CH:14]=[C:13]([CH3:17])[CH:12]=2)[N:3]=1.[CH3:18][O:19][C:20]1[CH:25]=[CH:24][C:23]([NH2:26])=[CH:22][CH:21]=1.Cl. Product: [CH3:18][O:19][C:20]1[CH:25]=[CH:24][C:23]([NH:26][C:2]2[CH:7]=[C:6]([CH2:8][O:9][CH3:10])[N:5]=[C:4]([C:11]3[CH:16]=[CH:15][CH:14]=[C:13]([CH3:17])[CH:12]=3)[N:3]=2)=[CH:22][CH:21]=1. The catalyst class is: 6. (2) Product: [Cl:1][C:2]1[CH:3]=[CH:4][C:5]([C@@:8]2([OH:25])[CH2:13][CH2:12][CH:11]([C:14](=[O:22])[C@@H:15]([N+:19]#[C-:20])[CH:16]([CH3:18])[CH3:17])[CH2:10][C:9]2([CH3:23])[CH3:24])=[CH:6][CH:7]=1. Reactant: [Cl:1][C:2]1[CH:7]=[CH:6][C:5]([C@@:8]2([OH:25])[CH2:13][CH2:12][CH:11]([C:14](=[O:22])[C@@H:15]([NH:19][CH:20]=O)[CH:16]([CH3:18])[CH3:17])[CH2:10][C:9]2([CH3:24])[CH3:23])=[CH:4][CH:3]=1.O=P(Cl)(Cl)Cl. The catalyst class is: 2. (3) Reactant: [C:1]([O:5][C:6]([N:8]1[CH:17]([CH2:18][N:19]([CH3:32])[CH:20]([CH2:24][C:25]2[CH:30]=[CH:29][C:28]([Cl:31])=[CH:27][CH:26]=2)[C:21]([O-])=[O:22])[CH2:16][C:15]2[C:10](=[CH:11][CH:12]=[CH:13][CH:14]=2)[CH2:9]1)=[O:7])([CH3:4])([CH3:3])[CH3:2].[Li+].Cl.Cl.[N:36]1([CH2:41][C:42]2[CH:47]=[CH:46][CH:45]=[CH:44][C:43]=2[N:48]2[CH2:53][CH2:52][NH:51][CH2:50][CH2:49]2)[CH2:40][CH2:39][CH2:38][CH2:37]1.C(Cl)CCl.C1C=CC2N(O)N=NC=2C=1.CCN(C(C)C)C(C)C. Product: [C:1]([O:5][C:6]([N:8]1[CH:17]([CH2:18][N:19]([CH:20]([CH2:24][C:25]2[CH:26]=[CH:27][C:28]([Cl:31])=[CH:29][CH:30]=2)[C:21](=[O:22])[N:51]2[CH2:50][CH2:49][N:48]([C:43]3[CH:44]=[CH:45][CH:46]=[CH:47][C:42]=3[CH2:41][N:36]3[CH2:37][CH2:38][CH2:39][CH2:40]3)[CH2:53][CH2:52]2)[CH3:32])[CH2:16][C:15]2[C:10](=[CH:11][CH:12]=[CH:13][CH:14]=2)[CH2:9]1)=[O:7])([CH3:4])([CH3:2])[CH3:3]. The catalyst class is: 3. (4) Reactant: [N+:1]([C:4]1[CH:5]=[N:6][N:7]([CH2:9][CH2:10][NH:11][C:12](=[O:18])[O:13][C:14]([CH3:17])([CH3:16])[CH3:15])[CH:8]=1)([O-])=O. Product: [NH2:1][C:4]1[CH:5]=[N:6][N:7]([CH2:9][CH2:10][NH:11][C:12](=[O:18])[O:13][C:14]([CH3:16])([CH3:15])[CH3:17])[CH:8]=1. The catalyst class is: 43.